Dataset: Forward reaction prediction with 1.9M reactions from USPTO patents (1976-2016). Task: Predict the product of the given reaction. (1) Given the reactants I[C:2]1[C:15]2[CH2:14][C:13]3[C:8](=[CH:9][CH:10]=[CH:11][CH:12]=3)[NH:7][C:6]=2[C:5]([C:16]([O:18][CH3:19])=[O:17])=[CH:4][CH:3]=1.[I:20]C1C=C2C(NC3C(C(OC)=O)=CC=CC=3C2=O)=CC=1.[K+].[Br-].C1C=CC([I+]C2C(C([O-])=O)=CC=CC=2)=CC=1.CC1C=NC2C(=CC=C([N+]([O-])=O)C=2)N=1.IC1C=C2C(=CC=1)N=C(C(OCC)=O)C=N2.C(N(CC)CCNC(C1C=CC2C(=CC=C(I)C=2)N=1)=O)C.IC1C=C2C(=CC=1)N=C(C(OCC)=O)C=C2.IC1C=C2C(=CC=1)NC=C(C(OCC)=O)C2=O.[N+](C1C=C2C(=CC=1)N=C(C(OCC)=O)C=N2)([O-])=O, predict the reaction product. The product is: [I:20][C:11]1[CH:12]=[C:13]2[C:8]([NH:7][C:6]3[C:5]([C:16]([O:18][CH3:19])=[O:17])=[CH:4][CH:3]=[CH:2][C:15]=3[CH2:14]2)=[CH:9][CH:10]=1. (2) Given the reactants [CH3:1]C(C)([O-])C.[K+].[N:7]1([CH2:12][C:13]2[CH:18]=[CH:17][C:16]([CH2:19][C:20]#[N:21])=[CH:15][CH:14]=2)[CH2:11][CH2:10][CH2:9][CH2:8]1.CI, predict the reaction product. The product is: [N:7]1([CH2:12][C:13]2[CH:18]=[CH:17][C:16]([CH:19]([CH3:1])[C:20]#[N:21])=[CH:15][CH:14]=2)[CH2:11][CH2:10][CH2:9][CH2:8]1.